This data is from Full USPTO retrosynthesis dataset with 1.9M reactions from patents (1976-2016). The task is: Predict the reactants needed to synthesize the given product. (1) Given the product [F:11][C:4]1[CH:5]=[C:6]([F:10])[C:7]([F:9])=[CH:8][C:3]=1[CH2:2][P:12](=[O:19])([O:16][CH2:17][CH3:18])[O:13][CH2:14][CH3:15], predict the reactants needed to synthesize it. The reactants are: Br[CH2:2][C:3]1[CH:8]=[C:7]([F:9])[C:6]([F:10])=[CH:5][C:4]=1[F:11].[P:12]([O:19]CC)([O:16][CH2:17][CH3:18])[O:13][CH2:14][CH3:15]. (2) Given the product [C:18]1([C@H:28]([NH:30][CH2:14][C:11]2[CH:12]=[CH:13][N:9]([C:6]3[CH:7]=[CH:8][C:3]([C:2]([F:17])([F:16])[F:1])=[CH:4][CH:5]=3)[N:10]=2)[CH3:29])[C:27]2[C:22](=[CH:23][CH:24]=[CH:25][CH:26]=2)[CH:21]=[CH:20][CH:19]=1, predict the reactants needed to synthesize it. The reactants are: [F:1][C:2]([F:17])([F:16])[C:3]1[CH:8]=[CH:7][C:6]([N:9]2[CH:13]=[CH:12][C:11]([CH:14]=O)=[N:10]2)=[CH:5][CH:4]=1.[C:18]1([C@H:28]([NH2:30])[CH3:29])[C:27]2[C:22](=[CH:23][CH:24]=[CH:25][CH:26]=2)[CH:21]=[CH:20][CH:19]=1.C(O[BH-](OC(=O)C)OC(=O)C)(=O)C.[Na+].